This data is from Reaction yield outcomes from USPTO patents with 853,638 reactions. The task is: Predict the reaction yield, written as a fraction of the theoretical maximum amount of product (1.0 means a 100% yield; for example, 0.34 means a 34% yield). (1) The reactants are [CH3:1][C:2]1[C:15]([O:16][CH3:17])=[CH:14][C:5]2[N:6]([CH2:10][C:11]([OH:13])=O)[C:7](=[O:9])[O:8][C:4]=2[CH:3]=1.CN([P+](ON1N=NC2C=CC=CC1=2)(N(C)C)N(C)C)C.F[P-](F)(F)(F)(F)F.C(N(C(C)C)CC)(C)C.[C:54]1([C:70]2[CH:75]=[CH:74][CH:73]=[CH:72][CH:71]=2)[CH:59]=[CH:58][C:57]([CH:60]([NH:68][CH3:69])[CH2:61][N:62]2[CH2:67][CH2:66][O:65][CH2:64][CH2:63]2)=[CH:56][CH:55]=1. The catalyst is C(Cl)Cl. The product is [C:54]1([C:70]2[CH:75]=[CH:74][CH:73]=[CH:72][CH:71]=2)[CH:55]=[CH:56][C:57]([CH:60]([N:68]([CH3:69])[C:11](=[O:13])[CH2:10][N:6]2[C:5]3[CH:14]=[C:15]([O:16][CH3:17])[C:2]([CH3:1])=[CH:3][C:4]=3[O:8][C:7]2=[O:9])[CH2:61][N:62]2[CH2:63][CH2:64][O:65][CH2:66][CH2:67]2)=[CH:58][CH:59]=1. The yield is 0.250. (2) The reactants are [CH2:1]([O:8][C:9]1[C:14](Br)=[CH:13][C:12]([CH:16]2[O:20][CH2:19][CH2:18][O:17]2)=[C:11]([CH3:21])[CH:10]=1)[C:2]1[CH:7]=[CH:6][CH:5]=[CH:4][CH:3]=1.C([Li])CCC.CCCCCC.[CH2:33]([O:40][C@@H:41]1[C@@H:47]([O:48][CH2:49][C:50]2[CH:55]=[CH:54][CH:53]=[CH:52][CH:51]=2)[C@H:46]([O:56][CH2:57][C:58]2[CH:63]=[CH:62][CH:61]=[CH:60][CH:59]=2)[C@@H:45]([CH2:64][O:65][CH2:66][C:67]2[CH:72]=[CH:71][CH:70]=[CH:69][CH:68]=2)[O:44][C:42]1=[O:43])[C:34]1[CH:39]=[CH:38][CH:37]=[CH:36][CH:35]=1.[Cl-].[NH4+]. The catalyst is O1CCCC1. The product is [CH2:33]([O:40][C@@H:41]1[C@@H:47]([O:48][CH2:49][C:50]2[CH:55]=[CH:54][CH:53]=[CH:52][CH:51]=2)[C@H:46]([O:56][CH2:57][C:58]2[CH:59]=[CH:60][CH:61]=[CH:62][CH:63]=2)[C@@H:45]([CH2:64][O:65][CH2:66][C:67]2[CH:68]=[CH:69][CH:70]=[CH:71][CH:72]=2)[O:44][C:42]1([C:14]1[CH:13]=[C:12]([CH:16]2[O:20][CH2:19][CH2:18][O:17]2)[C:11]([CH3:21])=[CH:10][C:9]=1[O:8][CH2:1][C:2]1[CH:7]=[CH:6][CH:5]=[CH:4][CH:3]=1)[OH:43])[C:34]1[CH:35]=[CH:36][CH:37]=[CH:38][CH:39]=1. The yield is 0.870. (3) The reactants are [NH2:1][C:2]1[C:3](=[O:9])[N:4]([CH3:8])[N:5]=[CH:6][CH:7]=1.[CH:10]([C:13]1[CH:14]=[CH:15][C:16]([CH3:26])=[C:17]([CH:25]=1)[O:18][CH:19]1[CH2:24][CH2:23][NH:22][CH2:21][CH2:20]1)([CH3:12])[CH3:11].Cl.FC(F)(F)C1C=CC=C[C:31]=1[O:32]C1CCNCC1. No catalyst specified. The product is [CH3:8][N:4]1[C:3](=[O:9])[C:2]([NH:1][C:31]([N:22]2[CH2:23][CH2:24][CH:19]([O:18][C:17]3[CH:25]=[C:13]([CH:10]([CH3:12])[CH3:11])[CH:14]=[CH:15][C:16]=3[CH3:26])[CH2:20][CH2:21]2)=[O:32])=[CH:7][CH:6]=[N:5]1. The yield is 0.510. (4) The reactants are [F:1][C:2]1[CH:7]=[C:6]([N:8]2[CH:13]=[CH:12][CH:11]=[CH:10][C:9]2=[O:14])[CH:5]=[CH:4][C:3]=1[CH:15]([C:20]([C:22]1[N:26]([C:27]2[CH:32]=[CH:31][C:30]([O:33][CH3:34])=[CH:29][CH:28]=2)[N:25]=[C:24]([C:35]([F:38])([F:37])[F:36])[CH:23]=1)=[O:21])C(OC)=O.S(O)(O)(=O)=O. The catalyst is CO. The product is [F:1][C:2]1[CH:7]=[C:6]([N:8]2[CH:13]=[CH:12][CH:11]=[CH:10][C:9]2=[O:14])[CH:5]=[CH:4][C:3]=1[CH2:15][C:20]([C:22]1[N:26]([C:27]2[CH:28]=[CH:29][C:30]([O:33][CH3:34])=[CH:31][CH:32]=2)[N:25]=[C:24]([C:35]([F:38])([F:37])[F:36])[CH:23]=1)=[O:21]. The yield is 0.520. (5) The reactants are FC(F)(F)S(O[C:7]1[CH:12]=[C:11]([CH3:13])[C:10]([C:14](=[O:23])[NH:15][CH:16]2[CH2:21][CH2:20][CH2:19][CH2:18][CH:17]2[CH3:22])=[C:9]([CH3:24])[CH:8]=1)(=O)=O.CCO.[O:30]1[CH:34]=[CH:33][CH:32]=[C:31]1B(O)O.C([O-])([O-])=O.[K+].[K+]. The catalyst is C1(C)C=CC=CC=1.O. The product is [O:30]1[CH:34]=[CH:33][CH:32]=[C:31]1[C:7]1[CH:12]=[C:11]([CH3:13])[C:10]([C:14]([NH:15][CH:16]2[CH2:21][CH2:20][CH2:19][CH2:18][CH:17]2[CH3:22])=[O:23])=[C:9]([CH3:24])[CH:8]=1. The yield is 0.400. (6) The reactants are [C:1]1([C:26]2[CH:31]=[CH:30][CH:29]=[CH:28][CH:27]=2)[CH:6]=[CH:5][C:4]([C:7]2[N:8]=[C:9](/[CH:16]=[CH:17]/[C:18]3[CH:23]=[CH:22][C:21]([O:24][CH3:25])=[CH:20][CH:19]=3)[N:10]([CH2:12][C:13]([OH:15])=O)[CH:11]=2)=[CH:3][CH:2]=1.[CH3:32][CH:33]([NH2:44])[C:34]1[C:43]2[C:38](=[CH:39][CH:40]=[CH:41][CH:42]=2)[CH:37]=[CH:36][CH:35]=1. No catalyst specified. The product is [C:1]1([C:26]2[CH:27]=[CH:28][CH:29]=[CH:30][CH:31]=2)[CH:6]=[CH:5][C:4]([C:7]2[N:8]=[C:9](/[CH:16]=[CH:17]/[C:18]3[CH:19]=[CH:20][C:21]([O:24][CH3:25])=[CH:22][CH:23]=3)[N:10]([CH2:12][C:13]([NH:44][CH:33]([C:34]3[C:43]4[C:38](=[CH:39][CH:40]=[CH:41][CH:42]=4)[CH:37]=[CH:36][CH:35]=3)[CH3:32])=[O:15])[CH:11]=2)=[CH:3][CH:2]=1. The yield is 0.880. (7) The reactants are [NH:1]1[C:9]2[C:4](=[CH:5][CH:6]=[CH:7][CH:8]=2)[CH2:3][CH2:2]1.[Br-:10].[Br-:11].[Br-].[NH+]1C=CC=CC=1.[NH+]1C=CC=CC=1.[NH+]1C=CC=CC=1. The catalyst is ClCCl. The product is [Br:10][C:6]1[CH:5]=[C:4]2[C:9](=[C:8]([Br:11])[CH:7]=1)[NH:1][CH2:2][CH2:3]2. The yield is 0.840. (8) The reactants are [CH3:1][C:2]1[CH:6]=[C:5]([CH3:7])[N:4]([C:8]2[N:13]=[C:12]([NH:14][C:15](=[O:17])[CH3:16])[CH:11]=[C:10]([C:18]3[CH:23]=[C:22]([OH:24])[CH:21]=[C:20]([F:25])[CH:19]=3)[N:9]=2)[N:3]=1.C1(P(C2C=CC=CC=2)C2C=CC=CC=2)C=CC=CC=1.[C:45]([N:52]1[CH2:56][CH2:55][C@@H:54](O)[CH2:53]1)([O:47][C:48]([CH3:51])([CH3:50])[CH3:49])=[O:46].N(C(OCC)=O)=NC(OCC)=O.C([O-])(O)=O.[Na+]. The catalyst is O1CCCC1.O. The product is [C:48]([O:47][C:45]([N:52]1[CH2:56][CH2:55][C@H:54]([O:24][C:22]2[CH:21]=[C:20]([F:25])[CH:19]=[C:18]([C:10]3[CH:11]=[C:12]([NH:14][C:15](=[O:17])[CH3:16])[N:13]=[C:8]([N:4]4[C:5]([CH3:7])=[CH:6][C:2]([CH3:1])=[N:3]4)[N:9]=3)[CH:23]=2)[CH2:53]1)=[O:46])([CH3:51])([CH3:49])[CH3:50]. The yield is 0.300. (9) The reactants are [Mg].Cl[CH2:3][C:4]1[CH:12]=[CH:11][C:7]2[O:8][CH2:9][O:10][C:6]=2[CH:5]=1.CN(CCN(C)C)C.[Si:21]([O:28][C@H:29]([CH2:38][O:39][Si:40]([C:43]([CH3:46])([CH3:45])[CH3:44])([CH3:42])[CH3:41])/[CH:30]=[N:31]/[S:32]([C:34]([CH3:37])([CH3:36])[CH3:35])=[O:33])([C:24]([CH3:27])([CH3:26])[CH3:25])([CH3:23])[CH3:22]. The catalyst is C1COCC1.C(OCC)(=O)C.[Cl-].[NH4+].II. The product is [O:8]1[C:7]2[CH:11]=[CH:12][C:4]([CH2:3][C@@H:30]([NH:31][S:32]([C:34]([CH3:37])([CH3:36])[CH3:35])=[O:33])[C@H:29]([O:28][Si:21]([C:24]([CH3:26])([CH3:25])[CH3:27])([CH3:23])[CH3:22])[CH2:38][O:39][Si:40]([C:43]([CH3:46])([CH3:45])[CH3:44])([CH3:42])[CH3:41])=[CH:5][C:6]=2[O:10][CH2:9]1. The yield is 0.631.